This data is from Forward reaction prediction with 1.9M reactions from USPTO patents (1976-2016). The task is: Predict the product of the given reaction. Given the reactants [OH:1][CH2:2][C@H:3]1[CH2:8][CH2:7][CH2:6][N:5]([C:9]([O:11][C:12]([CH3:15])([CH3:14])[CH3:13])=[O:10])[CH2:4]1.C(N(C(C)C)C(C)C)C.[CH3:25][S:26](Cl)(=[O:28])=[O:27], predict the reaction product. The product is: [CH3:25][S:26]([O:1][CH2:2][C@H:3]1[CH2:8][CH2:7][CH2:6][N:5]([C:9]([O:11][C:12]([CH3:15])([CH3:14])[CH3:13])=[O:10])[CH2:4]1)(=[O:28])=[O:27].